Predict the product of the given reaction. From a dataset of Forward reaction prediction with 1.9M reactions from USPTO patents (1976-2016). (1) Given the reactants [Cl:1][C:2]1[N:7]=[C:6]([Cl:8])[C:5]([NH2:9])=[CH:4][N:3]=1.[CH3:10][C:11]([O:15]C1CCCCO1)([CH3:14])[CH:12]=O.C([BH3-])#N.[Na+].C([O-])(O)=O.[Na+], predict the reaction product. The product is: [Cl:1][C:2]1[N:7]=[C:6]([Cl:8])[C:5]([NH:9][CH2:10][C:11]([CH3:14])([OH:15])[CH3:12])=[CH:4][N:3]=1. (2) Given the reactants [Br:1][C:2]1[C:10]2[O:9][C:8]([NH:11][CH:12]3[CH2:17][CH2:16][NH:15][CH2:14][CH2:13]3)=[N:7][C:6]=2[CH:5]=[CH:4][CH:3]=1.[CH2:18]([O:20][C:21]1[CH:22]=[C:23]([CH:26]=[C:27]([O:34][CH2:35][CH3:36])[C:28]=1[N:29]1[CH:33]=[CH:32][CH:31]=[CH:30]1)[CH:24]=O)[CH3:19].C([BH3-])#N.[Na+].C(N(C(C)C)C(C)C)C, predict the reaction product. The product is: [Br:1][C:2]1[C:10]2[O:9][C:8]([NH:11][CH:12]3[CH2:17][CH2:16][N:15]([CH2:24][C:23]4[CH:26]=[C:27]([O:34][CH2:35][CH3:36])[C:28]([N:29]5[CH:33]=[CH:32][CH:31]=[CH:30]5)=[C:21]([O:20][CH2:18][CH3:19])[CH:22]=4)[CH2:14][CH2:13]3)=[N:7][C:6]=2[CH:5]=[CH:4][CH:3]=1. (3) Given the reactants [CH3:1][C:2]1[C:10]2[C:5](=[CH:6][CH:7]=[C:8](Br)[CH:9]=2)[NH:4][N:3]=1.[CH2:12]([O:14][C:15](=[O:35])[CH:16]=[C:17](C1C=CC=C2C=1C(C#N)=CN2)[C:18]1[CH:23]=[CH:22][CH:21]=[CH:20][CH:19]=1)[CH3:13], predict the reaction product. The product is: [CH2:12]([O:14][C:15](=[O:35])[CH:16]=[C:17]([C:8]1[CH:9]=[C:10]2[C:5](=[CH:6][CH:7]=1)[NH:4][N:3]=[C:2]2[CH3:1])[C:18]1[CH:23]=[CH:22][CH:21]=[CH:20][CH:19]=1)[CH3:13]. (4) Given the reactants C(=O)([O-])[O-].[K+].[K+].[NH2:7][C:8]1[CH:13]=[CH:12][C:11]([N:14]2[CH:19]=[CH:18][CH:17]=[C:16]([OH:20])[C:15]2=[O:21])=[CH:10][C:9]=1[F:22].Br[CH2:24][CH2:25][O:26][Si:27]([C:30]([CH3:33])([CH3:32])[CH3:31])([CH3:29])[CH3:28].O, predict the reaction product. The product is: [NH2:7][C:8]1[CH:13]=[CH:12][C:11]([N:14]2[CH:19]=[CH:18][CH:17]=[C:16]([O:20][CH2:24][CH2:25][O:26][Si:27]([C:30]([CH3:33])([CH3:32])[CH3:31])([CH3:29])[CH3:28])[C:15]2=[O:21])=[CH:10][C:9]=1[F:22]. (5) Given the reactants [CH3:1][O:2][C:3]([C:5]1[CH:13]=[C:12]2[C:8]([CH:9]=[CH:10][NH:11]2)=[CH:7][CH:6]=1)=[O:4].[N+:14]([C:17]1[CH:18]=[C:19]([CH:22]=[CH:23][CH:24]=1)[CH2:20]Br)([O-:16])=[O:15].C([O-])([O-])=O.[K+].[K+], predict the reaction product. The product is: [CH3:1][O:2][C:3]([C:5]1[CH:13]=[C:12]2[C:8]([CH:9]=[CH:10][N:11]2[CH2:20][C:19]2[CH:22]=[CH:23][CH:24]=[C:17]([N+:14]([O-:16])=[O:15])[CH:18]=2)=[CH:7][CH:6]=1)=[O:4].